This data is from Forward reaction prediction with 1.9M reactions from USPTO patents (1976-2016). The task is: Predict the product of the given reaction. (1) The product is: [CH:1]1([CH2:4][N:5]([CH2:24][CH2:25][CH3:26])[C:6]2[N:11]=[CH:10][N:9]=[C:8]([C:12]([NH:14][C:15]3[CH:20]=[CH:19][C:18]([CH2:21][N:28]4[CH2:29][CH2:30][CH2:31][C:32]4=[O:34])=[CH:17][C:16]=3[CH3:23])=[O:13])[CH:7]=2)[CH2:3][CH2:2]1. Given the reactants [CH:1]1([CH2:4][N:5]([CH2:24][CH2:25][CH3:26])[C:6]2[N:11]=[CH:10][N:9]=[C:8]([C:12]([NH:14][C:15]3[CH:20]=[CH:19][C:18]([CH:21]=O)=[CH:17][C:16]=3[CH3:23])=[O:13])[CH:7]=2)[CH2:3][CH2:2]1.Cl.[NH2:28][CH2:29][CH2:30][CH2:31][C:32]([O:34]C(C)(C)C)=O.C(=O)([O-])[O-].C(O[BH-](OC(=O)C)OC(=O)C)(=O)C, predict the reaction product. (2) Given the reactants [C:1]([O:5][C:6](=[O:15])[NH:7][N:8]1[C:12](=[O:13])[CH2:11][S:10][C:9]1=[O:14])([CH3:4])([CH3:3])[CH3:2].[Cl:16][C:17]1[CH:34]=[CH:33][C:20]([CH2:21][N:22]2[C:30]3[C:25](=[CH:26][C:27]([CH:31]=O)=[CH:28][CH:29]=3)[CH:24]=[N:23]2)=[C:19]([C:35]([F:38])([F:37])[F:36])[CH:18]=1, predict the reaction product. The product is: [C:1]([O:5][C:6](=[O:15])[NH:7][N:8]1[C:12](=[O:13])/[C:11](=[CH:31]/[C:27]2[CH:26]=[C:25]3[C:30](=[CH:29][CH:28]=2)[N:22]([CH2:21][C:20]2[CH:33]=[CH:34][C:17]([Cl:16])=[CH:18][C:19]=2[C:35]([F:38])([F:36])[F:37])[N:23]=[CH:24]3)/[S:10][C:9]1=[O:14])([CH3:4])([CH3:2])[CH3:3].[NH2:7][N:8]1[C:12](=[O:13])/[C:11](=[CH:31]/[C:27]2[CH:26]=[C:25]3[C:30](=[CH:29][CH:28]=2)[N:22]([CH2:21][C:20]2[CH:33]=[CH:34][C:17]([Cl:16])=[CH:18][C:19]=2[C:35]([F:38])([F:36])[F:37])[N:23]=[CH:24]3)/[S:10][C:9]1=[O:14]. (3) Given the reactants [Mg].Br[C:3]1[CH:12]=[CH:11][C:10]2[C:5](=[CH:6][CH:7]=[C:8]([O:13][CH3:14])[CH:9]=2)[CH:4]=1.[CH2:15]([O:22][CH:23]1[CH2:28][CH2:27][C:26](=[O:29])[CH:25]([CH2:30][N:31]([CH3:33])[CH3:32])[CH2:24]1)[C:16]1[CH:21]=[CH:20][CH:19]=[CH:18][CH:17]=1.[Cl-].[NH4+], predict the reaction product. The product is: [CH2:15]([O:22][CH:23]1[CH2:28][CH2:27][C:26]([C:3]2[CH:12]=[CH:11][C:10]3[C:5](=[CH:6][CH:7]=[C:8]([O:13][CH3:14])[CH:9]=3)[CH:4]=2)([OH:29])[CH:25]([CH2:30][N:31]([CH3:33])[CH3:32])[CH2:24]1)[C:16]1[CH:17]=[CH:18][CH:19]=[CH:20][CH:21]=1. (4) Given the reactants I[C:2]1[C:10]2[C:5](=[N:6][CH:7]=[CH:8][CH:9]=2)[N:4]([Si:11]([CH:18]([CH3:20])[CH3:19])([CH:15]([CH3:17])[CH3:16])[CH:12]([CH3:14])[CH3:13])[CH:3]=1.C([Mg]Cl)(C)C.[C:26]([O:30][C:31](=[O:57])[N:32]([CH2:41][C:42]1[C:47]([F:48])=[CH:46][CH:45]=[C:44]([NH:49][S:50]([CH2:53][CH2:54][CH3:55])(=[O:52])=[O:51])[C:43]=1[F:56])[C:33]1[CH:38]=[CH:37][C:36]([CH:39]=[O:40])=[CH:35][N:34]=1)([CH3:29])([CH3:28])[CH3:27].[Cl-].[NH4+], predict the reaction product. The product is: [C:26]([O:30][C:31](=[O:57])[N:32]([CH2:41][C:42]1[C:47]([F:48])=[CH:46][CH:45]=[C:44]([NH:49][S:50]([CH2:53][CH2:54][CH3:55])(=[O:52])=[O:51])[C:43]=1[F:56])[C:33]1[CH:38]=[CH:37][C:36]([CH:39]([OH:40])[C:2]2[C:10]3[C:5](=[N:6][CH:7]=[CH:8][CH:9]=3)[N:4]([Si:11]([CH:18]([CH3:20])[CH3:19])([CH:15]([CH3:17])[CH3:16])[CH:12]([CH3:14])[CH3:13])[CH:3]=2)=[CH:35][N:34]=1)([CH3:28])([CH3:27])[CH3:29].